Dataset: Forward reaction prediction with 1.9M reactions from USPTO patents (1976-2016). Task: Predict the product of the given reaction. (1) Given the reactants [CH3:1][C:2]1[CH:3]=[CH:4][C:5]2[NH:6][C:7]3[C:12]([C:13]=2[CH:14]=1)=[CH:11][CH:10]=[CH:9][CH:8]=3.I[C:16]1[CH:21]=[CH:20][C:19](I)=[CH:18][CH:17]=1.C(=O)([O-])[O-].[K+].[K+].C1O[CH2:45][CH2:44]OCCOCCOCCOCCOC1, predict the reaction product. The product is: [CH3:1][C:2]1[CH:3]=[CH:4][C:5]2[N:6]([C:16]3[CH:21]=[CH:20][C:19]([N:6]4[C:7]5[CH:8]=[CH:9][C:44]([CH3:45])=[CH:11][C:12]=5[C:13]5[C:5]4=[CH:4][CH:3]=[CH:2][CH:14]=5)=[CH:18][CH:17]=3)[C:7]3[C:12]([C:13]=2[CH:14]=1)=[CH:11][CH:10]=[CH:9][CH:8]=3. (2) Given the reactants [Li]C(C)(C)C.Br[C:7]1[CH:12]=[CH:11][C:10]([N:13]2[C:17]([CH3:18])=[CH:16][CH:15]=[C:14]2[CH3:19])=[CH:9][N:8]=1.Cl[C:21]1[N:26]=[N:25][C:24]([N:27]([CH2:35][C:36]2([C:40]3[C:45]([F:46])=[CH:44][CH:43]=[CH:42][N:41]=3)[CH2:39][CH2:38][CH2:37]2)[C:28](=[O:34])[O:29][C:30]([CH3:33])([CH3:32])[CH3:31])=[CH:23][CH:22]=1, predict the reaction product. The product is: [CH3:19][C:14]1[N:13]([C:10]2[CH:11]=[CH:12][C:7]([C:21]3[N:26]=[N:25][C:24]([N:27]([CH2:35][C:36]4([C:40]5[C:45]([F:46])=[CH:44][CH:43]=[CH:42][N:41]=5)[CH2:39][CH2:38][CH2:37]4)[C:28](=[O:34])[O:29][C:30]([CH3:31])([CH3:32])[CH3:33])=[CH:23][CH:22]=3)=[N:8][CH:9]=2)[C:17]([CH3:18])=[CH:16][CH:15]=1. (3) Given the reactants Cl[C:2]1[N:3]=[C:4]([N:18]2[CH2:23][CH2:22][O:21][CH2:20][CH2:19]2)[C:5]2[S:10][C:9]([CH2:11][N:12]([CH3:17])[S:13]([CH3:16])(=[O:15])=[O:14])=[CH:8][C:6]=2[N:7]=1.C(OC(=O)[NH:30][C:31]1[S:32][C:33]([Sn](CCCC)(CCCC)CCCC)=[CH:34][N:35]=1)(C)(C)C, predict the reaction product. The product is: [NH2:30][C:31]1[S:32][C:33]([C:2]2[N:3]=[C:4]([N:18]3[CH2:23][CH2:22][O:21][CH2:20][CH2:19]3)[C:5]3[S:10][C:9]([CH2:11][N:12]([CH3:17])[S:13]([CH3:16])(=[O:15])=[O:14])=[CH:8][C:6]=3[N:7]=2)=[CH:34][N:35]=1. (4) Given the reactants [CH3:1][O:2][C:3]1[CH:27]=[CH:26][C:6]([CH2:7][N:8]2[C:16]3[C:11](=[CH:12][C:13]([CH:17]=[C:18]4[S:22][C:21](SC)=[N:20][C:19]4=[O:25])=[CH:14][CH:15]=3)[CH:10]=[N:9]2)=[C:5]([C:28]([F:31])([F:30])[F:29])[CH:4]=1.[NH:32]1[CH2:35][CH:34]([C:36]([OH:38])=[O:37])[CH2:33]1, predict the reaction product. The product is: [CH3:1][O:2][C:3]1[CH:27]=[CH:26][C:6]([CH2:7][N:8]2[C:16]3[C:11](=[CH:12][C:13]([CH:17]=[C:18]4[S:22][C:21]([N:32]5[CH2:35][CH:34]([C:36]([OH:38])=[O:37])[CH2:33]5)=[N:20][C:19]4=[O:25])=[CH:14][CH:15]=3)[CH:10]=[N:9]2)=[C:5]([C:28]([F:29])([F:31])[F:30])[CH:4]=1. (5) Given the reactants [NH2:1][CH2:2][C:3]1[C:8]([Cl:9])=[CH:7][C:6]([F:10])=[CH:5][C:4]=1[NH2:11].[C:12]1(=[O:18])[NH:16][C:15](=[O:17])[CH:14]=[CH:13]1, predict the reaction product. The product is: [NH2:11][C:4]1[CH:5]=[C:6]([F:10])[CH:7]=[C:8]([Cl:9])[C:3]=1[CH2:2][NH:1][CH:14]1[CH2:13][C:12](=[O:18])[NH:16][C:15]1=[O:17]. (6) Given the reactants Br[C:2]1[CH:7]=[C:6]([O:8][CH3:9])[CH:5]=[C:4]([Cl:10])[CH:3]=1.C([Li])CCC.[B:16](OC)([O:19]C)[O:17]C.Cl, predict the reaction product. The product is: [Cl:10][C:4]1[CH:3]=[C:2]([B:16]([OH:19])[OH:17])[CH:7]=[C:6]([O:8][CH3:9])[CH:5]=1. (7) Given the reactants [CH2:1]([NH:8][C:9](=[O:21])[CH:10]([CH2:14][CH:15]1[CH2:20][CH2:19][CH2:18][CH2:17][CH2:16]1)[C:11]([OH:13])=O)[C:2]1[CH:7]=[CH:6][CH:5]=[CH:4][CH:3]=1.C1C=CC2N(O)N=NC=2C=1.C(Cl)CCl.[NH2:36][CH:37]([CH2:49][CH2:50][C:51]1[CH:56]=[CH:55][CH:54]=[CH:53][CH:52]=1)[C:38]([C:40]1[O:41][C:42]2[CH:48]=[CH:47][CH:46]=[CH:45][C:43]=2[N:44]=1)=[O:39].C(N(CC)CC)C, predict the reaction product. The product is: [O:41]1[C:42]2[CH:48]=[CH:47][CH:46]=[CH:45][C:43]=2[N:44]=[C:40]1[CH:38]([CH:37]([NH:36][C:11](=[O:13])[CH:10]([CH2:14][CH:15]1[CH2:20][CH2:19][CH2:18][CH2:17][CH2:16]1)[C:9]([NH:8][CH2:1][C:2]1[CH:3]=[CH:4][CH:5]=[CH:6][CH:7]=1)=[O:21])[CH2:49][CH2:50][C:51]1[CH:56]=[CH:55][CH:54]=[CH:53][CH:52]=1)[OH:39]. (8) Given the reactants [Cr](O[Cr]([O-])(=O)=O)([O-])(=O)=O.[NH+]1C=CC=CC=1.[NH+]1C=CC=CC=1.[Br:22][C:23]1[CH:24]=[CH:25][C:26]([Cl:31])=[C:27]([CH:30]=1)[CH2:28][OH:29], predict the reaction product. The product is: [Br:22][C:23]1[CH:24]=[CH:25][C:26]([Cl:31])=[C:27]([CH:30]=1)[CH:28]=[O:29]. (9) Given the reactants [Cl:1][C:2]1[N:3]=[C:4](Cl)[C:5]2[CH2:10][CH2:9][CH:8]([C:11]3[CH:16]=[CH:15][C:14]([F:17])=[CH:13][CH:12]=3)[C:6]=2[N:7]=1.[CH2:19]([CH:21]1[CH2:25][CH2:24][CH2:23][NH:22]1)[CH3:20], predict the reaction product. The product is: [Cl:1][C:2]1[N:3]=[C:4]([N:22]2[CH2:23][CH2:24][CH2:25][CH:21]2[CH2:19][CH3:20])[C:5]2[CH2:10][CH2:9][CH:8]([C:11]3[CH:16]=[CH:15][C:14]([F:17])=[CH:13][CH:12]=3)[C:6]=2[N:7]=1. (10) Given the reactants O[CH2:2][CH2:3][C:4]1[CH:9]=[CH:8][C:7]([CH:10]2[CH2:15][CH2:14][N:13]([C:16]([O:18][C:19]([CH3:22])([CH3:21])[CH3:20])=[O:17])[CH2:12][CH:11]2[O:23][CH2:24][C:25]2[CH:34]=[C:33]([O:35][CH2:36][O:37][CH2:38][CH2:39][Si:40]([CH3:43])([CH3:42])[CH3:41])[C:32]3[C:27](=[CH:28][CH:29]=[CH:30][CH:31]=3)[CH:26]=2)=[CH:6][CH:5]=1.[CH:44]1[CH:49]=[C:48]([S:50][S:50][C:48]2[N:47]=[CH:46][CH:45]=[CH:44][CH:49]=2)[N:47]=[CH:46][CH:45]=1, predict the reaction product. The product is: [N:47]1[CH:46]=[CH:45][CH:44]=[CH:49][C:48]=1[S:50][CH2:2][CH2:3][C:4]1[CH:9]=[CH:8][C:7]([CH:10]2[CH2:15][CH2:14][N:13]([C:16]([O:18][C:19]([CH3:20])([CH3:21])[CH3:22])=[O:17])[CH2:12][CH:11]2[O:23][CH2:24][C:25]2[CH:34]=[C:33]([O:35][CH2:36][O:37][CH2:38][CH2:39][Si:40]([CH3:43])([CH3:42])[CH3:41])[C:32]3[C:27](=[CH:28][CH:29]=[CH:30][CH:31]=3)[CH:26]=2)=[CH:6][CH:5]=1.